From a dataset of Reaction yield outcomes from USPTO patents with 853,638 reactions. Predict the reaction yield, written as a fraction of the theoretical maximum amount of product (1.0 means a 100% yield; for example, 0.34 means a 34% yield). (1) The reactants are [CH2:1]([O:3][C:4]([C:6]1[CH2:10][C:9]([O-:11])=[C:8](C(OC)=O)[C:7]=1[CH2:16][CH3:17])=[O:5])[CH3:2].[Na+].[Cl-].[K+].CC(O)=O.C([O-])(O)=O.[Na+]. The catalyst is O.C1(C)C=CC=CC=1. The product is [CH2:16]([C:7]1[CH:6]([C:4]([O:3][CH2:1][CH3:2])=[O:5])[CH2:10][C:9](=[O:11])[CH:8]=1)[CH3:17]. The yield is 0.690. (2) The reactants are [CH:1]([Mg]Br)=[CH:2][CH2:3][CH3:4].[F:7][C:8]1[CH:9]=[CH:10][C:11]([O:18][CH3:19])=[C:12]([CH2:14][CH2:15][CH:16]=[O:17])[CH:13]=1.[Cl-].[NH4+]. The catalyst is C1COCC1. The product is [CH3:19][O:18][C:11]1[CH:10]=[CH:9][C:8]([F:7])=[CH:13][C:12]=1[CH2:14][CH2:15][CH:16]([OH:17])[CH2:1][CH:2]=[CH:3][CH3:4]. The yield is 0.940.